Dataset: Forward reaction prediction with 1.9M reactions from USPTO patents (1976-2016). Task: Predict the product of the given reaction. Given the reactants [ClH:1].[CH3:2][C:3]([N:15]1[CH2:20][CH2:19][O:18][CH2:17][CH2:16]1)([CH3:14])[C:4]([C:6]1[CH:11]=[CH:10][C:9]([S:12][CH3:13])=[CH:8][CH:7]=1)=[O:5], predict the reaction product. The product is: [Cl-:1].[CH3:14][C:3]([NH+:15]1[CH2:16][CH2:17][O:18][CH2:19][CH2:20]1)([CH3:2])[C:4]([C:6]1[CH:11]=[CH:10][C:9]([S:12][CH3:13])=[CH:8][CH:7]=1)=[O:5].